From a dataset of Full USPTO retrosynthesis dataset with 1.9M reactions from patents (1976-2016). Predict the reactants needed to synthesize the given product. (1) The reactants are: [Cl:1][C:2]1[N:11]=[C:10]([N:12]2[CH2:17][CH2:16][CH2:15][C@H:14]([C:18]([NH:20][CH3:21])=[O:19])[CH2:13]2)[C:9]2[CH2:8][CH2:7][CH2:6][CH2:5][C:4]=2[N:3]=1.[F:22][C:23]([F:33])([F:32])[C:24]1[CH:25]=[C:26]([NH2:31])[CH:27]=[C:28]([NH2:30])[CH:29]=1. Given the product [ClH:1].[NH2:30][C:28]1[CH:27]=[C:26]([NH:31][C:2]2[N:11]=[C:10]([N:12]3[CH2:17][CH2:16][CH2:15][C@@H:14]([C:18]([NH:20][CH3:21])=[O:19])[CH2:13]3)[C:9]3[CH2:8][CH2:7][CH2:6][CH2:5][C:4]=3[N:3]=2)[CH:25]=[C:24]([C:23]([F:22])([F:32])[F:33])[CH:29]=1, predict the reactants needed to synthesize it. (2) The reactants are: [C:1]1(=O)[CH2:4][CH2:3][CH2:2]1.[C:6]([O:10][C:11]([NH:13][NH2:14])=[O:12])([CH3:9])([CH3:8])[CH3:7]. Given the product [C:6]([O:10][C:11]([NH:13][N:14]=[C:1]1[CH2:4][CH2:3][CH2:2]1)=[O:12])([CH3:9])([CH3:8])[CH3:7], predict the reactants needed to synthesize it. (3) Given the product [C:1]([O:5][C:6](=[O:22])[NH:7][C@H:8]1[CH2:13][C@@H:12]([C:14]2[CH:19]=[CH:18][CH:17]=[CH:16][CH:15]=2)[C@@H:11]([CH3:20])[NH:10][C:9]1=[N:23][CH2:24][CH:25]([OH:31])[C:26]([O:29][CH3:30])([CH3:28])[CH3:27])([CH3:4])([CH3:3])[CH3:2], predict the reactants needed to synthesize it. The reactants are: [C:1]([O:5][C:6](=[O:22])[NH:7][C@H:8]1[CH2:13][C@@H:12]([C:14]2[CH:19]=[CH:18][CH:17]=[CH:16][CH:15]=2)[C@@H:11]([CH3:20])[NH:10][C:9]1=S)([CH3:4])([CH3:3])[CH3:2].[NH2:23][CH2:24][CH:25]([OH:31])[C:26]([O:29][CH3:30])([CH3:28])[CH3:27].C(N(CC)CC)C. (4) Given the product [CH3:19][C:18]1[CH:17]=[CH:16][C:12]([C:13]([NH:23][C:24]2[CH:29]=[CH:28][CH:27]=[CH:26][CH:25]=2)=[O:15])=[CH:11][C:10]=1[N+:7]([O-:9])=[O:8], predict the reactants needed to synthesize it. The reactants are: C(Cl)(=O)C(Cl)=O.[N+:7]([C:10]1[CH:11]=[C:12]([CH:16]=[CH:17][C:18]=1[CH3:19])[C:13]([OH:15])=O)([O-:9])=[O:8].ClCCl.[NH2:23][C:24]1[CH:29]=[CH:28][CH:27]=[CH:26][CH:25]=1. (5) Given the product [N+:1]([C:4]1[CH:5]=[CH:6][CH:7]=[C:8]2[C:12]=1[NH:11][C:10]([C:13]([NH2:40])=[O:14])=[C:9]2[S:16]([N:19]1[CH2:24][CH2:23][O:22][C@H:21]([CH2:25][O:26][C:27]2[CH:28]=[CH:29][CH:30]=[CH:31][CH:32]=2)[CH2:20]1)(=[O:18])=[O:17])([O-:3])=[O:2], predict the reactants needed to synthesize it. The reactants are: [N+:1]([C:4]1[CH:5]=[CH:6][CH:7]=[C:8]2[C:12]=1[NH:11][C:10]([C:13](O)=[O:14])=[C:9]2[S:16]([N:19]1[CH2:24][CH2:23][O:22][C@H:21]([CH2:25][O:26][C:27]2[CH:32]=[CH:31][CH:30]=[CH:29][CH:28]=2)[CH2:20]1)(=[O:18])=[O:17])([O-:3])=[O:2].C(Cl)(=O)C(Cl)=O.C[N:40](C=O)C. (6) Given the product [N:1]1([NH:7][C:8](=[O:22])[C:9]2[CH:14]=[CH:13][C:12]([O:15][CH2:16][C:17]([NH:34][C:35]3[CH:40]=[CH:39][C:38]([Cl:41])=[CH:37][N:36]=3)=[O:19])=[C:11]([C:20]#[N:21])[CH:10]=2)[CH2:2][CH2:3][O:4][CH2:5][CH2:6]1, predict the reactants needed to synthesize it. The reactants are: [N:1]1([NH:7][C:8](=[O:22])[C:9]2[CH:14]=[CH:13][C:12]([O:15][CH2:16][C:17]([OH:19])=O)=[C:11]([C:20]#[N:21])[CH:10]=2)[CH2:6][CH2:5][O:4][CH2:3][CH2:2]1.CN1CCOCC1.S(Cl)(Cl)=O.[NH2:34][C:35]1[CH:40]=[CH:39][C:38]([Cl:41])=[CH:37][N:36]=1.N1C=CC=CC=1. (7) Given the product [N:1]1([C:9]2[CH:14]=[CH:13][C:12]([C:34]3[CH:35]=[CH:36][C:31]([O:30][CH2:29][CH2:28][O:27][CH2:23][CH2:24][CH2:25][CH3:26])=[CH:32][CH:33]=3)=[CH:11][C:10]=2/[CH:16]=[CH:17]/[C:18]([O:20][CH2:21][CH3:22])=[O:19])[CH2:8][CH2:7][CH2:6][CH2:5][CH2:4][CH2:3][CH2:2]1, predict the reactants needed to synthesize it. The reactants are: [N:1]1([C:9]2[CH:14]=[CH:13][C:12](Br)=[CH:11][C:10]=2/[CH:16]=[CH:17]/[C:18]([O:20][CH2:21][CH3:22])=[O:19])[CH2:8][CH2:7][CH2:6][CH2:5][CH2:4][CH2:3][CH2:2]1.[CH2:23]([O:27][CH2:28][CH2:29][O:30][C:31]1[CH:36]=[CH:35][C:34](OB(O)O)=[CH:33][CH:32]=1)[CH2:24][CH2:25][CH3:26].C(=O)([O-])[O-].[K+].[K+].